Dataset: Forward reaction prediction with 1.9M reactions from USPTO patents (1976-2016). Task: Predict the product of the given reaction. (1) The product is: [CH:34]([O:36][C:2]1[N:3]=[CH:4][C:5]([C:8]2[O:12][N:11]=[C:10]([C:13]3[CH:21]=[CH:20][C:19]4[N:18]5[CH2:17][CH2:24][CH:23]([CH2:25][C:26]([O:28][C:29]([CH3:32])([CH3:31])[CH3:30])=[O:27])[C:22]5=[CH:16][C:15]=4[CH:14]=3)[N:9]=2)=[N:6][CH:7]=1)([CH3:35])[CH3:33]. Given the reactants Cl[C:2]1[N:3]=[CH:4][C:5]([C:8]2[O:12][N:11]=[C:10]([C:13]3[CH:21]=[CH:20][C:19]4[N:18]5[CH2:22][CH:23]([CH2:25][C:26]([O:28][C:29]([CH3:32])([CH3:31])[CH3:30])=[O:27])[CH2:24][C:17]5=[CH:16][C:15]=4[CH:14]=3)[N:9]=2)=[N:6][CH:7]=1.[CH3:33][CH:34]([OH:36])[CH3:35].CC([O-])(C)C.[K+].O, predict the reaction product. (2) The product is: [CH3:10][C:6]1[C:5]([CH3:11])=[N:4][NH:3][C:2](=[S:12])[C:7]=1[C:8]#[N:9]. Given the reactants Cl[C:2]1[N:3]=[N:4][C:5]([CH3:11])=[C:6]([CH3:10])[C:7]=1[C:8]#[N:9].[S-2:12].[Na+].[Na+], predict the reaction product. (3) Given the reactants [CH2:1]([O:3][C:4](=[O:18])[CH:5]([O:15][CH2:16][CH3:17])[CH2:6][C:7]1[CH:12]=[CH:11][C:10]([OH:13])=[CH:9][C:8]=1[CH3:14])[CH3:2].Cl[CH2:20][C:21]1[S:25][C:24]([C:26]2[CH:31]=[CH:30][C:29]([C:32]([F:35])([F:34])[F:33])=[CH:28][CH:27]=2)=[N:23][C:22]=1[CH3:36].C(=O)([O-])[O-].[Cs+].[Cs+].[I-].[K+], predict the reaction product. The product is: [CH2:1]([O:3][C:4](=[O:18])[CH:5]([O:15][CH2:16][CH3:17])[CH2:6][C:7]1[CH:12]=[CH:11][C:10]([O:13][CH2:20][C:21]2[S:25][C:24]([C:26]3[CH:27]=[CH:28][C:29]([C:32]([F:35])([F:33])[F:34])=[CH:30][CH:31]=3)=[N:23][C:22]=2[CH3:36])=[CH:9][C:8]=1[CH3:14])[CH3:2]. (4) Given the reactants [C:1]([O:5][C:6](=[O:20])[NH:7][C@H:8]1[C:14](=[O:15])[NH:13][C:12]2[CH:16]=[CH:17][CH:18]=[CH:19][C:11]=2[CH2:10][CH2:9]1)([CH3:4])([CH3:3])[CH3:2].C(O)(=O)C.[Br:25]Br, predict the reaction product. The product is: [C:1]([O:5][C:6](=[O:20])[NH:7][C@@H:8]1[CH2:9][CH2:10][C:11]2[CH:19]=[C:18]([Br:25])[CH:17]=[CH:16][C:12]=2[NH:13][C:14]1=[O:15])([CH3:4])([CH3:2])[CH3:3]. (5) Given the reactants [C:1]([C:5]1[CH:10]=[CH:9][CH:8]=[CH:7][C:6]=1[N:11]1[CH2:16][CH2:15][NH:14][CH2:13][CH2:12]1)([CH3:4])([CH3:3])[CH3:2].C(N(CC)CC)C.Cl[C:25](=[O:32])[CH2:26][CH2:27][C:28]([O:30][CH3:31])=[O:29], predict the reaction product. The product is: [C:1]([C:5]1[CH:10]=[CH:9][CH:8]=[CH:7][C:6]=1[N:11]1[CH2:16][CH2:15][N:14]([C:25](=[O:32])[CH2:26][CH2:27][C:28]([O:30][CH3:31])=[O:29])[CH2:13][CH2:12]1)([CH3:4])([CH3:2])[CH3:3]. (6) Given the reactants [C:1]([NH:9][C:10]1[CH:45]=[CH:44][N:13]([C@@H:14]2[O:43][C@H:40]([CH2:41][OH:42])[C@@H:38]([OH:39])[C@H:15]2[O:16][CH2:17][CH2:18][CH2:19][N:20]([C:31]([O:33][C:34]([CH3:37])([CH3:36])[CH3:35])=[O:32])[C:21]([NH2:30])=[N:22][C:23]([O:25][C:26]([CH3:29])([CH3:28])[CH3:27])=[O:24])[C:12](=[O:46])[N:11]=1)(=[O:8])[C:2]1[CH:7]=[CH:6][CH:5]=[CH:4][CH:3]=1.[CH3:47][O:48][C:49]1[CH:70]=[CH:69][C:52]([C:53](Cl)([C:62]2[CH:67]=[CH:66][CH:65]=[CH:64][CH:63]=2)[C:54]2[CH:59]=[CH:58][C:57]([O:60][CH3:61])=[CH:56][CH:55]=2)=[CH:51][CH:50]=1, predict the reaction product. The product is: [C:1]([NH:9][C:10]1[CH:45]=[CH:44][N:13]([C@@H:14]2[O:43][C@H:40]([CH2:41][O:42][C:53]([C:62]3[CH:67]=[CH:66][CH:65]=[CH:64][CH:63]=3)([C:54]3[CH:59]=[CH:58][C:57]([O:60][CH3:61])=[CH:56][CH:55]=3)[C:52]3[CH:51]=[CH:50][C:49]([O:48][CH3:47])=[CH:70][CH:69]=3)[C@@H:38]([OH:39])[C@H:15]2[O:16][CH2:17][CH2:18][CH2:19][N:20]([C:31]([O:33][C:34]([CH3:35])([CH3:36])[CH3:37])=[O:32])[C:21]([NH2:30])=[N:22][C:23]([O:25][C:26]([CH3:29])([CH3:28])[CH3:27])=[O:24])[C:12](=[O:46])[N:11]=1)(=[O:8])[C:2]1[CH:3]=[CH:4][CH:5]=[CH:6][CH:7]=1.